Dataset: Peptide-MHC class I binding affinity with 185,985 pairs from IEDB/IMGT. Task: Regression. Given a peptide amino acid sequence and an MHC pseudo amino acid sequence, predict their binding affinity value. This is MHC class I binding data. (1) The peptide sequence is SSMNSFLLY. The MHC is HLA-B15:17 with pseudo-sequence HLA-B15:17. The binding affinity (normalized) is 1.00. (2) The peptide sequence is VLSEKFTQQA. The binding affinity (normalized) is 0.126. The MHC is HLA-A02:01 with pseudo-sequence HLA-A02:01. (3) The peptide sequence is RDNRTIISL. The MHC is Mamu-B01 with pseudo-sequence Mamu-B01. The binding affinity (normalized) is 0. (4) The peptide sequence is GILGFVFTL. The MHC is HLA-A68:02 with pseudo-sequence HLA-A68:02. The binding affinity (normalized) is 0.0836. (5) The peptide sequence is GLRWHVRAF. The MHC is HLA-B27:05 with pseudo-sequence HLA-B27:05. The binding affinity (normalized) is 0.0847. (6) The peptide sequence is SLNQTVHSL. The MHC is HLA-A32:01 with pseudo-sequence HLA-A32:01. The binding affinity (normalized) is 0.529. (7) The peptide sequence is RVRAYTYSK. The MHC is HLA-B08:01 with pseudo-sequence HLA-B08:01. The binding affinity (normalized) is 0.00764. (8) The peptide sequence is SGASHNIPV. The MHC is HLA-A02:01 with pseudo-sequence HLA-A02:01. The binding affinity (normalized) is 0.0188. (9) The peptide sequence is HYNAFHWAI. The MHC is HLA-A24:02 with pseudo-sequence HLA-A24:02. The binding affinity (normalized) is 0.770. (10) The peptide sequence is YVDRFYKTL. The MHC is HLA-B44:03 with pseudo-sequence HLA-B44:03. The binding affinity (normalized) is 0.